From a dataset of Forward reaction prediction with 1.9M reactions from USPTO patents (1976-2016). Predict the product of the given reaction. (1) Given the reactants C(=O)([O-])[O-].[K+].[K+].[NH:7]1[CH2:11][CH2:10][CH2:9][CH2:8]1.[CH3:12][S:13][CH2:14][CH2:15][CH:16]=O, predict the reaction product. The product is: [CH3:12][S:13][CH2:14][CH:15]=[CH:16][N:7]1[CH2:11][CH2:10][CH2:9][CH2:8]1. (2) Given the reactants [NH:1]1[CH:5]=[CH:4][C:3]([C:6]2[NH:7][C:8]3[CH:9]=[CH:10][CH:11]=[C:12]([C:15]([O:17]CC)=[O:16])[C:13]=3[CH:14]=2)=[N:2]1.[OH-].[Na+], predict the reaction product. The product is: [NH:1]1[CH:5]=[CH:4][C:3]([C:6]2[NH:7][C:8]3[CH:9]=[CH:10][CH:11]=[C:12]([C:15]([OH:17])=[O:16])[C:13]=3[CH:14]=2)=[N:2]1. (3) The product is: [Cl:1][C:2]1[CH:10]=[C:9]2[C:5]([C:6]([C:11]([N:13]3[CH2:14][CH2:15][CH:16]([C:19]4[C:24]([O:25][CH3:26])=[CH:23][CH:22]=[CH:21][C:20]=4[O:27][CH3:28])[CH2:17][CH2:18]3)=[O:12])=[CH:7][N:8]2[CH2:30][C:31]2[CH:36]=[C:35]([F:37])[CH:34]=[C:33]([F:38])[CH:32]=2)=[CH:4][CH:3]=1. Given the reactants [Cl:1][C:2]1[CH:10]=[C:9]2[C:5]([C:6]([C:11]([N:13]3[CH2:18][CH2:17][CH:16]([C:19]4[C:24]([O:25][CH3:26])=[CH:23][CH:22]=[CH:21][C:20]=4[O:27][CH3:28])[CH2:15][CH2:14]3)=[O:12])=[CH:7][NH:8]2)=[CH:4][CH:3]=1.Cl[CH2:30][C:31]1[CH:36]=[C:35]([F:37])[CH:34]=[C:33]([F:38])[CH:32]=1, predict the reaction product. (4) Given the reactants [Cl:1][C:2]1[CH:7]=[CH:6][C:5]([CH:8]([C:24]#[N:25])[C:9]2[CH:10]=[CH:11][C:12]([NH:19][S:20]([CH3:23])(=[O:22])=[O:21])=[C:13]([CH:18]=2)[C:14]([O:16]C)=[O:15])=[CH:4][CH:3]=1.[OH-].[Na+].Cl, predict the reaction product. The product is: [Cl:1][C:2]1[CH:3]=[CH:4][C:5]([CH:8]([C:24]#[N:25])[C:9]2[CH:10]=[CH:11][C:12]([NH:19][S:20]([CH3:23])(=[O:22])=[O:21])=[C:13]([CH:18]=2)[C:14]([OH:16])=[O:15])=[CH:6][CH:7]=1. (5) Given the reactants Cl[C:2]1[O:3][C:4]2[C:5](=[C:7]([C:11]#[N:12])[CH:8]=[CH:9][CH:10]=2)[N:6]=1.[F:13][C:14]1[CH:19]=[CH:18][C:17]([C:20]2[O:21][C:22]3[CH:32]=[C:31]([N:33]([CH3:38])[S:34]([CH3:37])(=[O:36])=[O:35])[C:30]([C@@H:39]4[CH2:44][CH2:43][CH2:42][NH:41][CH2:40]4)=[CH:29][C:23]=3[C:24]=2[C:25]([NH:27][CH3:28])=[O:26])=[CH:16][CH:15]=1.C([O-])([O-])=O.[K+].[K+], predict the reaction product. The product is: [C:11]([C:7]1[C:5]2[N:6]=[C:2]([N:41]3[CH2:42][CH2:43][CH2:44][C@@H:39]([C:30]4[C:31]([N:33]([CH3:38])[S:34]([CH3:37])(=[O:35])=[O:36])=[CH:32][C:22]5[O:21][C:20]([C:17]6[CH:16]=[CH:15][C:14]([F:13])=[CH:19][CH:18]=6)=[C:24]([C:25]([NH:27][CH3:28])=[O:26])[C:23]=5[CH:29]=4)[CH2:40]3)[O:3][C:4]=2[CH:10]=[CH:9][CH:8]=1)#[N:12]. (6) Given the reactants [CH3:1][O:2][C:3]1[C:11]2[O:10][CH:9]=[CH:8][C:7]=2[C:6](/[CH:12]=[CH:13]/[C:14]([OH:16])=O)=[CH:5][CH:4]=1.C(Cl)(=O)C(Cl)=O.[CH2:23]([O:30][C:31]1[CH:32]=[C:33]([CH2:39][CH2:40][NH2:41])[CH:34]=[CH:35][C:36]=1[O:37][CH3:38])[C:24]1[CH:29]=[CH:28][CH:27]=[CH:26][CH:25]=1.CCN(C(C)C)C(C)C, predict the reaction product. The product is: [CH2:23]([O:30][C:31]1[CH:32]=[C:33]([CH2:39][CH2:40][NH:41][C:14](=[O:16])/[CH:13]=[CH:12]/[C:6]2[C:7]3[CH:8]=[CH:9][O:10][C:11]=3[C:3]([O:2][CH3:1])=[CH:4][CH:5]=2)[CH:34]=[CH:35][C:36]=1[O:37][CH3:38])[C:24]1[CH:25]=[CH:26][CH:27]=[CH:28][CH:29]=1. (7) The product is: [CH:17]1[C:18]2[C:22]3[CH:23]=[CH:24][CH:25]=[CH:26][C:21]=3[S:20][C:19]=2[C:14]([C:4]2[CH:3]=[C:2]([B:35]3[O:36][C:37]([CH3:42])([CH3:43])[C:38]([CH3:40])([CH3:41])[O:39]3)[CH:7]=[C:6]([C:8]3[CH:13]=[CH:12][CH:11]=[CH:10][CH:9]=3)[CH:5]=2)=[CH:15][CH:16]=1. Given the reactants Cl[C:2]1[CH:3]=[C:4]([C:14]2[C:19]3[S:20][C:21]4[CH:26]=[CH:25][CH:24]=[CH:23][C:22]=4[C:18]=3[CH:17]=[CH:16][CH:15]=2)[CH:5]=[C:6]([C:8]2[CH:13]=[CH:12][CH:11]=[CH:10][CH:9]=2)[CH:7]=1.[CH3:42][C:37]1([CH3:43])[C:38]([CH3:41])([CH3:40])[O:39][B:35]([B:35]2[O:39][C:38]([CH3:41])([CH3:40])[C:37]([CH3:43])([CH3:42])[O:36]2)[O:36]1.C([O-])(=O)C.[K+], predict the reaction product.